Dataset: Forward reaction prediction with 1.9M reactions from USPTO patents (1976-2016). Task: Predict the product of the given reaction. (1) Given the reactants [OH:1][CH2:2][C:3]([C@H:5]([C@@H:7]([C@@H:9]([CH2:11][OH:12])[OH:10])O)O)=O.[CH2:13]=[C:14]([CH3:16])[CH3:15].OS(O)(=O)=O.[O-]S(C(F)(F)F)(=O)=O, predict the reaction product. The product is: [C:14]([O:12][CH2:11][C:9]1[O:10][C:3]([CH:2]=[O:1])=[CH:5][CH:7]=1)([CH3:16])([CH3:15])[CH3:13]. (2) Given the reactants [CH2:1]([O:3][C:4]([C:6]1[N:7]([CH3:14])[CH:8]=[C:9]([N+:11]([O-])=O)[N:10]=1)=[O:5])[CH3:2].N1C=CN=C1.[CH3:20][N:21]1[CH:25]=[C:24]([NH:26][C:27]([O:29][CH2:30][CH2:31][S:32]([C:35]2[CH:40]=[CH:39][C:38]([C:41]([F:44])([F:43])[F:42])=[CH:37][CH:36]=2)(=[O:34])=[O:33])=[O:28])[N:23]=[C:22]1[C:45](O)=[O:46].CN(C(F)=[N+](C)C)C.F[P-](F)(F)(F)(F)F.C1C=CC2N(O)N=NC=2C=1.CCN(C(C)C)C(C)C, predict the reaction product. The product is: [CH2:1]([O:3][C:4]([C:6]1[N:7]([CH3:14])[CH:8]=[C:9]([NH:11][C:45]([C:22]2[N:21]([CH3:20])[CH:25]=[C:24]([NH:26][C:27]([O:29][CH2:30][CH2:31][S:32]([C:35]3[CH:40]=[CH:39][C:38]([C:41]([F:44])([F:42])[F:43])=[CH:37][CH:36]=3)(=[O:33])=[O:34])=[O:28])[N:23]=2)=[O:46])[N:10]=1)=[O:5])[CH3:2]. (3) Given the reactants C(OC(=O)[N:7]([C:16]1[S:17][C:18]([CH2:21][C:22]2[C:30]3[C:25](=[N:26][CH:27]=[C:28]([Cl:31])[CH:29]=3)[NH:24][CH:23]=2)=[CH:19][N:20]=1)[CH2:8][C:9]1[CH:14]=[CH:13][C:12]([F:15])=[CH:11][CH:10]=1)(C)(C)C.FC(F)(F)C(O)=O, predict the reaction product. The product is: [Cl:31][C:28]1[CH:29]=[C:30]2[C:22]([CH2:21][C:18]3[S:17][C:16]([NH:7][CH2:8][C:9]4[CH:14]=[CH:13][C:12]([F:15])=[CH:11][CH:10]=4)=[N:20][CH:19]=3)=[CH:23][NH:24][C:25]2=[N:26][CH:27]=1.